This data is from Catalyst prediction with 721,799 reactions and 888 catalyst types from USPTO. The task is: Predict which catalyst facilitates the given reaction. (1) Reactant: [S:1]1[CH:5]=[CH:4][C:3]2[CH:6]=[CH:7][CH:8]=[CH:9][C:2]1=2.[Li]C(C)(C)C.[CH3:15][O:16][C:17]1[CH:18]=[C:19]([CH:22]=[C:23]([O:27][CH3:28])[C:24]=1[O:25][CH3:26])[CH:20]=[O:21]. Product: [S:1]1[C:5]([CH:20]([OH:21])[C:19]2[CH:18]=[C:17]([O:16][CH3:15])[C:24]([O:25][CH3:26])=[C:23]([O:27][CH3:28])[CH:22]=2)=[CH:4][C:3]2[CH:6]=[CH:7][CH:8]=[CH:9][C:2]1=2. The catalyst class is: 1. (2) Reactant: [I:1][C:2]1[CH:7]=[CH:6][C:5]([CH2:8][C:9]#[N:10])=[CH:4][CH:3]=1.[C:11]([O:15][C:16](=[O:24])[N:17]([CH2:21][CH2:22]Cl)[CH2:18][CH2:19]Cl)([CH3:14])([CH3:13])[CH3:12]. Product: [C:11]([O:15][C:16]([N:17]1[CH2:21][CH2:22][C:8]([C:9]#[N:10])([C:5]2[CH:6]=[CH:7][C:2]([I:1])=[CH:3][CH:4]=2)[CH2:19][CH2:18]1)=[O:24])([CH3:14])([CH3:13])[CH3:12]. The catalyst class is: 197.